This data is from Catalyst prediction with 721,799 reactions and 888 catalyst types from USPTO. The task is: Predict which catalyst facilitates the given reaction. (1) Reactant: [CH2:1]([O:3][C:4]([C:6]1([NH:15][C:16](=[O:25])[C:17]2[CH:22]=[CH:21][CH:20]=[C:19]([CH3:23])[C:18]=2I)[CH2:14][C:13]2[C:8](=[CH:9][CH:10]=[CH:11][CH:12]=2)[CH2:7]1)=[O:5])[CH3:2].C(NC(C)C)(C)C.[CH:33]#[C:34][CH2:35][CH2:36][CH3:37]. Product: [CH2:1]([O:3][C:4]([C:6]1([NH:15][C:16](=[O:25])[C:17]2[CH:22]=[CH:21][CH:20]=[C:19]([CH3:23])[C:18]=2[C:33]#[C:34][CH2:35][CH2:36][CH3:37])[CH2:14][C:13]2[C:8](=[CH:9][CH:10]=[CH:11][CH:12]=2)[CH2:7]1)=[O:5])[CH3:2]. The catalyst class is: 441. (2) Reactant: Cl.[CH2:2]([O:9][C:10]1[CH:19]=[C:18]2[C:13]([C:14]([Cl:20])=[N:15][CH:16]=[N:17]2)=[CH:12][C:11]=1[O:21][CH3:22])[C:3]1[CH:8]=[CH:7][CH:6]=[CH:5][CH:4]=1.[F:23][C:24]1[CH:30]=[C:29]([CH3:31])[C:28]([O:32][C:33]([O:35][CH3:36])=[O:34])=[CH:27][C:25]=1[NH2:26]. Product: [ClH:20].[CH2:2]([O:9][C:10]1[CH:19]=[C:18]2[C:13]([C:14]([NH:26][C:25]3[CH:27]=[C:28]([O:32][C:33]([O:35][CH3:36])=[O:34])[C:29]([CH3:31])=[CH:30][C:24]=3[F:23])=[N:15][CH:16]=[N:17]2)=[CH:12][C:11]=1[O:21][CH3:22])[C:3]1[CH:8]=[CH:7][CH:6]=[CH:5][CH:4]=1. The catalyst class is: 32.